Dataset: Full USPTO retrosynthesis dataset with 1.9M reactions from patents (1976-2016). Task: Predict the reactants needed to synthesize the given product. (1) Given the product [O:30]1[C:26]2[CH:25]=[CH:24][C:23]([C:20]([F:21])([F:22])[C:17]3[N:15]4[N:16]=[C:11]([C:8]5[S:7][C:6]([C:4]([N:81]6[CH2:82][CH2:83][N:78]([CH3:77])[CH2:79][CH2:80]6)=[O:5])=[CH:10][CH:9]=5)[CH:12]=[CH:13][C:14]4=[N:19][N:18]=3)=[CH:31][C:27]=2[CH2:28][CH2:29]1, predict the reactants needed to synthesize it. The reactants are: C(O[C:4]([C:6]1[S:7][C:8]([C:11]2[CH:12]=[CH:13][C:14]3[N:15]([C:17]([C:20]([C:23]4[CH:24]=[CH:25][C:26]5[O:30][CH2:29][CH2:28][C:27]=5[CH:31]=4)([F:22])[F:21])=[N:18][N:19]=3)[N:16]=2)=[CH:9][CH:10]=1)=[O:5])C.[OH-].[Na+].CN(C(ON1N=NC2C=CC=NC1=2)=[N+](C)C)C.F[P-](F)(F)(F)(F)F.C1C=CC2N(O)N=NC=2C=1.CCN(C(C)C)C(C)C.[CH3:77][N:78]1[CH2:83][CH2:82][NH:81][CH2:80][CH2:79]1. (2) Given the product [OH:30][C@@H:27]1[CH2:28][CH2:29][N:25]([C:3]2[C:2]([C:35]3[CH:36]=[N:31][CH:32]=[N:33][CH:34]=3)=[CH:24][C:6]([C:7]([NH:9][C:10]3[CH:11]=[CH:12][C:13]([O:16][C:17]([F:23])([F:22])[C:18]([F:19])([F:20])[F:21])=[CH:14][CH:15]=3)=[O:8])=[CH:5][N:4]=2)[CH2:26]1, predict the reactants needed to synthesize it. The reactants are: Br[C:2]1[C:3]([N:25]2[CH2:29][CH2:28][C@@H:27]([OH:30])[CH2:26]2)=[N:4][CH:5]=[C:6]([CH:24]=1)[C:7]([NH:9][C:10]1[CH:15]=[CH:14][C:13]([O:16][C:17]([F:23])([F:22])[C:18]([F:21])([F:20])[F:19])=[CH:12][CH:11]=1)=[O:8].[N:31]1[CH:36]=[C:35](B(O)O)[CH:34]=[N:33][CH:32]=1. (3) Given the product [CH2:9]([O:16][C:17]([NH:19][C:20]1[C:25]([C:26]([O:28][C:29]([CH3:30])([CH3:31])[CH3:32])=[O:27])=[C:24]([C:23]([Br:34])=[CH:22][CH:21]=1)[O:33][CH2:36][C@H:37]1[CH2:40][CH2:39][N:38]1[C:41]([O:43][C:44]([CH3:45])([CH3:47])[CH3:46])=[O:42])=[O:18])[C:10]1[CH:11]=[CH:12][CH:13]=[CH:14][CH:15]=1, predict the reactants needed to synthesize it. The reactants are: N(C([O-])=O)=NC([O-])=O.[CH2:9]([O:16][C:17]([NH:19][C:20]1[C:25]([C:26]([O:28][C:29]([CH3:32])([CH3:31])[CH3:30])=[O:27])=[C:24]([OH:33])[C:23]([Br:34])=[CH:22][CH:21]=1)=[O:18])[C:10]1[CH:15]=[CH:14][CH:13]=[CH:12][CH:11]=1.O[CH2:36][C@H:37]1[CH2:40][CH2:39][N:38]1[C:41]([O:43][C:44]([CH3:47])([CH3:46])[CH3:45])=[O:42].C1(P(C2C=CC=CC=2)C2C=CC=CC=2)C=CC=CC=1. (4) Given the product [CH3:1][C:2]1[CH:9]=[C:8]([CH3:10])[CH:7]=[CH:6][C:3]=1[CH2:4][NH:18][C:17]1[CH:19]=[CH:20][C:14]([CH:11]([CH3:13])[CH3:12])=[CH:15][CH:16]=1, predict the reactants needed to synthesize it. The reactants are: [CH3:1][C:2]1[CH:9]=[C:8]([CH3:10])[CH:7]=[CH:6][C:3]=1[CH:4]=O.[CH:11]([C:14]1[CH:20]=[CH:19][C:17]([NH2:18])=[CH:16][CH:15]=1)([CH3:13])[CH3:12].